Dataset: Retrosynthesis with 50K atom-mapped reactions and 10 reaction types from USPTO. Task: Predict the reactants needed to synthesize the given product. (1) Given the product COc1c(OC(F)F)ccc(-c2cccc3c2CCC3=O)c1OCc1ccc(C(N)=O)cc1, predict the reactants needed to synthesize it. The reactants are: CC1(C)OB(c2cccc3c2CCC3=O)OC1(C)C.COc1c(OC(F)F)ccc(Br)c1OCc1ccc(C(N)=O)cc1. (2) Given the product CC[Si](C#Cc1ccc2nnc(CNc3ccnc4cc(OC)cnc34)n2n1)(CC)CC, predict the reactants needed to synthesize it. The reactants are: C#C[Si](CC)(CC)CC.COc1cnc2c(NCc3nnc4ccc(Cl)nn34)ccnc2c1. (3) Given the product CCOP(=O)(CCCCCCCn1c(-c2ccccc2)nc(-c2ccccc2)c1-c1ccccc1)OCC, predict the reactants needed to synthesize it. The reactants are: BrCCCCCCCn1c(-c2ccccc2)nc(-c2ccccc2)c1-c1ccccc1.CCOP(OCC)OCC. (4) Given the product COc1ccc(-c2nc(NC(=O)CCc3ccc(OC)c(OC)c3)sc2Cc2ccccc2)cc1, predict the reactants needed to synthesize it. The reactants are: COc1ccc(-c2nc(N)sc2Cc2ccccc2)cc1.COc1ccc(CCC(=O)Cl)cc1OC. (5) Given the product COCC(C)n1c(C)c(C#N)c2scnc21, predict the reactants needed to synthesize it. The reactants are: COCC(C)n1c(C)c(Br)c2scnc21.N#C[Cu]. (6) Given the product CC(C)Oc1cc(C(=O)NS(=O)(=O)c2ccccc2S(N)(=O)=O)cnc1C#CC1CC1, predict the reactants needed to synthesize it. The reactants are: C#CC1CC1.CC(C)Oc1cc(C(=O)NS(=O)(=O)c2ccccc2S(N)(=O)=O)cnc1Cl. (7) The reactants are: CN=C=O.O=C(COc1ccc2cc1CCc1cncc(c1)Nc1ncc(Cl)c(n1)N2)N1CCNCC1. Given the product CNC(=O)N1CCN(C(=O)COc2ccc3cc2CCc2cncc(c2)Nc2ncc(Cl)c(n2)N3)CC1, predict the reactants needed to synthesize it. (8) Given the product O=Cc1[nH]cc2c1CCOC2=O, predict the reactants needed to synthesize it. The reactants are: CN(C)C=O.O=C1OCCc2c[nH]cc21. (9) Given the product CN(c1cccc(NC(=O)c2cccc(C(C)(C)C#N)c2)c1)c1ncc2nc(NC(=O)CN3CCSCC3)sc2n1, predict the reactants needed to synthesize it. The reactants are: C1CSCCN1.CN(c1cccc(NC(=O)c2cccc(C(C)(C)C#N)c2)c1)c1ncc2nc(NC(=O)CCl)sc2n1.